Dataset: Reaction yield outcomes from USPTO patents with 853,638 reactions. Task: Predict the reaction yield, written as a fraction of the theoretical maximum amount of product (1.0 means a 100% yield; for example, 0.34 means a 34% yield). (1) The yield is 0.530. The reactants are [CH:1]([C:4]1[CH:9]=[CH:8][N:7]=[C:6]([NH:10][C:11](=[O:43])[C:12]2[CH:17]=[CH:16][C:15]([O:18][C:19]3[CH:24]=[CH:23][N:22]=[C:21]4[N:25]([CH2:34][C:35]5[CH:40]=[CH:39][C:38]([O:41][CH3:42])=[CH:37][CH:36]=5)[N:26]=[C:27]([NH:28][C@@H:29]5[CH2:33][CH2:32][NH:31][CH2:30]5)[C:20]=34)=[CH:14][CH:13]=2)[CH:5]=1)([CH3:3])[CH3:2].[CH:44]1([N:47]([CH3:54])[CH2:48]/[CH:49]=[CH:50]/[C:51](O)=[O:52])[CH2:46][CH2:45]1. No catalyst specified. The product is [CH:44]1([N:47]([CH3:54])[CH2:48]/[CH:49]=[CH:50]/[C:51]([N:31]2[CH2:32][CH2:33][C@@H:29]([NH:28][C:27]3[C:20]4[C:21](=[N:22][CH:23]=[CH:24][C:19]=4[O:18][C:15]4[CH:14]=[CH:13][C:12]([C:11]([NH:10][C:6]5[CH:5]=[C:4]([CH:1]([CH3:3])[CH3:2])[CH:9]=[CH:8][N:7]=5)=[O:43])=[CH:17][CH:16]=4)[N:25]([CH2:34][C:35]4[CH:36]=[CH:37][C:38]([O:41][CH3:42])=[CH:39][CH:40]=4)[N:26]=3)[CH2:30]2)=[O:52])[CH2:46][CH2:45]1. (2) The reactants are Cl[C:2]1[C:11]([Cl:12])=[N:10][C:9]2[C:4](=[CH:5][CH:6]=[CH:7][CH:8]=2)[N:3]=1.[CH3:13][C:14]1[CH:15]=[C:16]([S:20]([NH2:23])(=[O:22])=[O:21])[CH:17]=[CH:18][CH:19]=1.C([O-])([O-])=O.[K+].[K+]. The catalyst is CC(N(C)C)=O. The product is [Cl:12][C:11]1[C:2]([NH:23][S:20]([C:16]2[CH:17]=[CH:18][CH:19]=[C:14]([CH3:13])[CH:15]=2)(=[O:21])=[O:22])=[N:3][C:4]2[C:9]([N:10]=1)=[CH:8][CH:7]=[CH:6][CH:5]=2. The yield is 0.650. (3) The reactants are [CH2:1]([S:3][C:4]1[N:9]=[N:8][C:7]([C:10]([OH:12])=O)=[CH:6][CH:5]=1)[CH3:2].C1N=CN(C(N2C=NC=C2)=O)C=1.CS(O)(=O)=O.[NH2:30][CH2:31][C:32]1[CH:33]=[C:34]2[C:38](=[CH:39][CH:40]=1)[C:37](=[O:41])[N:36]([CH:42]1[CH2:47][CH2:46][C:45](=[O:48])[NH:44][C:43]1=[O:49])[C:35]2=[O:50].O. The catalyst is CN(C)C=O. The product is [O:49]=[C:43]1[CH:42]([N:36]2[C:35](=[O:50])[C:34]3[C:38](=[CH:39][CH:40]=[C:32]([CH2:31][NH:30][C:10]([C:7]4[N:8]=[N:9][C:4]([S:3][CH2:1][CH3:2])=[CH:5][CH:6]=4)=[O:12])[CH:33]=3)[C:37]2=[O:41])[CH2:47][CH2:46][C:45](=[O:48])[NH:44]1. The yield is 0.860. (4) The reactants are Cl[C:2]1[C:11]([CH:12]=[O:13])=[CH:10][C:9]2[C:4](=[CH:5][CH:6]=[C:7]([F:14])[CH:8]=2)[N:3]=1.C(N(CC)CC)C.O.CCOC(C)=O. The catalyst is CN(C=O)C.C1C=CC([P]([Pd]([P](C2C=CC=CC=2)(C2C=CC=CC=2)C2C=CC=CC=2)([P](C2C=CC=CC=2)(C2C=CC=CC=2)C2C=CC=CC=2)[P](C2C=CC=CC=2)(C2C=CC=CC=2)C2C=CC=CC=2)(C2C=CC=CC=2)C2C=CC=CC=2)=CC=1. The product is [F:14][C:7]1[CH:8]=[C:9]2[C:4](=[CH:5][CH:6]=1)[N:3]=[CH:2][C:11]([CH:12]=[O:13])=[CH:10]2. The yield is 0.430. (5) The reactants are C([O:8][C:9]([C:11]1[CH:12]=[C:13]2[C:18](=[CH:19][CH:20]=1)[N:17]=[C:16]([NH2:21])[CH:15]=[CH:14]2)=[O:10])C1C=CC=CC=1.CC(O)C.[OH-].[K+:27]. The catalyst is O. The product is [K+:27].[NH2:21][C:16]1[CH:15]=[CH:14][C:13]2[C:18](=[CH:19][CH:20]=[C:11]([C:9]([O-:10])=[O:8])[CH:12]=2)[N:17]=1. The yield is 0.950.